Dataset: Reaction yield outcomes from USPTO patents with 853,638 reactions. Task: Predict the reaction yield, written as a fraction of the theoretical maximum amount of product (1.0 means a 100% yield; for example, 0.34 means a 34% yield). (1) The product is [NH2:32][C@:16]12[CH2:28][CH2:27][C@@H:26]([C:29]([CH3:31])=[CH2:30])[C@@H:17]1[C@@H:18]1[C@@:13]([CH3:33])([CH2:14][CH2:15]2)[C@@:12]2([CH3:34])[C@@H:21]([C@:22]3([CH3:25])[C@@H:9]([CH2:10][CH2:11]2)[C:8]([CH3:35])([CH3:36])[C:7]([C:47]2[CH2:52][CH:51]4[CH:49]([CH:50]4[C:53]([O:55][CH2:56][CH3:57])=[O:54])[CH:48]=2)=[CH:24][CH2:23]3)[CH2:20][CH2:19]1. No catalyst specified. The yield is 0.866. The reactants are FC(F)(F)S(O[C:7]1[C:8]([CH3:36])([CH3:35])[C@H:9]2[C@:22]([CH3:25])([CH2:23][CH:24]=1)[C@@H:21]1[C@:12]([CH3:34])([C@@:13]3([CH3:33])[C@H:18]([CH2:19][CH2:20]1)[C@H:17]1[C@H:26]([C:29]([CH3:31])=[CH2:30])[CH2:27][CH2:28][C@:16]1([NH2:32])[CH2:15][CH2:14]3)[CH2:11][CH2:10]2)(=O)=O.CC1(C)C(C)(C)OB([C:47]2[CH2:52][CH:51]3[CH:49]([CH:50]3[C:53]([O:55][CH2:56][CH3:57])=[O:54])[CH:48]=2)O1. (2) The reactants are C[N:2](C)[CH:3]=[CH:4][C:5]([C:7]1[C:12](=[O:13])[CH:11]=[CH:10][N:9]([C:14]2[CH:19]=[CH:18][CH:17]=[CH:16][C:15]=2[C:20]([F:23])([F:22])[F:21])[N:8]=1)=O.[C:25]1([NH:31]N)[CH:30]=[CH:29][CH:28]=[CH:27][CH:26]=1. The catalyst is CO. The product is [C:25]1([N:31]2[C:5]([C:7]3[C:12](=[O:13])[CH:11]=[CH:10][N:9]([C:14]4[CH:19]=[CH:18][CH:17]=[CH:16][C:15]=4[C:20]([F:23])([F:22])[F:21])[N:8]=3)=[CH:4][CH:3]=[N:2]2)[CH:30]=[CH:29][CH:28]=[CH:27][CH:26]=1. The yield is 0.120.